From a dataset of Catalyst prediction with 721,799 reactions and 888 catalyst types from USPTO. Predict which catalyst facilitates the given reaction. Reactant: N(C(OCC)=O)=NC(OCC)=O.[Cl:13][C:14]1[CH:33]=[CH:32][C:17]([NH:18][C:19]2[C:28]3[C:23](=[CH:24][C:25]([OH:31])=[C:26]([O:29][CH3:30])[CH:27]=3)[N:22]=[CH:21][N:20]=2)=[C:16]([F:34])[CH:15]=1.[N:35]1[N:36]=[CH:37][N:38]([CH2:40][CH2:41]O)[CH:39]=1.C1(P(C2C=CC=CC=2)C2C=CC=CC=2)C=CC=CC=1. Product: [ClH:13].[Cl:13][C:14]1[CH:33]=[CH:32][C:17]([NH:18][C:19]2[C:28]3[C:23](=[CH:24][C:25]([O:31][CH2:41][CH2:40][N:38]4[CH:37]=[N:36][N:35]=[CH:39]4)=[C:26]([O:29][CH3:30])[CH:27]=3)[N:22]=[CH:21][N:20]=2)=[C:16]([F:34])[CH:15]=1. The catalyst class is: 2.